Dataset: Reaction yield outcomes from USPTO patents with 853,638 reactions. Task: Predict the reaction yield, written as a fraction of the theoretical maximum amount of product (1.0 means a 100% yield; for example, 0.34 means a 34% yield). The product is [Br:44][C:45]1[CH:50]=[CH:49][C:48]([S:51]([O:28][C@@H:26]2[CH2:25][N:22]3[C:23](=[O:24])[C@@H:9]([NH:8][C:6]([O:5][C:1]([CH3:4])([CH3:3])[CH3:2])=[O:7])[CH2:10][CH2:11][CH2:12][CH2:13][CH2:14][CH:15]=[CH:16][C@@H:17]4[CH2:30][C@@:18]4([C:31]([O:33][CH2:34][CH3:35])=[O:32])[NH:19][C:20](=[O:29])[C@@H:21]3[CH2:27]2)(=[O:53])=[O:52])=[CH:47][CH:46]=1. The catalyst is C1(C)C=CC=CC=1. The reactants are [C:1]([O:5][C:6]([NH:8][C@@H:9]1[C:23](=[O:24])[N:22]2[CH2:25][C@@H:26]([OH:28])[CH2:27][C@H:21]2[C:20](=[O:29])[NH:19][C@:18]2([C:31]([O:33][CH2:34][CH3:35])=[O:32])[CH2:30][C@H:17]2[CH:16]=[CH:15][CH2:14][CH2:13][CH2:12][CH2:11][CH2:10]1)=[O:7])([CH3:4])([CH3:3])[CH3:2].C1N2CCN(CC2)C1.[Br:44][C:45]1[CH:50]=[CH:49][C:48]([S:51](Cl)(=[O:53])=[O:52])=[CH:47][CH:46]=1. The yield is 0.870.